From a dataset of Catalyst prediction with 721,799 reactions and 888 catalyst types from USPTO. Predict which catalyst facilitates the given reaction. (1) Product: [CH:40]([C:39]1[C:38]2[CH:7]=[C:8]3[C:12](=[CH:13][C:5]=2[CH:6]=[C:14]([CH:15]=[CH2:19])[C:2]=1[CH3:3])[NH:11][CH:10]=[CH:9]3)=[CH2:41]. The catalyst class is: 11. Reactant: C[C:2]1[C:14]([CH:15]=O)=[C:6]2[CH:7]=[C:8]3[C:12](=[CH:13][C:5]2=C[C:3]=1C=O)[NH:11][CH:10]=[CH:9]3.[C:19]1(P(C2C=CC=CC=2)C2C=CC=CC=2)C=CC=CC=1.[CH2:38]([Li])[CH2:39][CH2:40][CH3:41]. (2) Reactant: [CH2:1]([O:3][C:4]1[C:13]([C:14]([O:16]CC)=[O:15])=[C:12]2[C:7]([CH:8]=[CH:9][CH:10]=[N:11]2)=[CH:6][CH:5]=1)[CH3:2].O[Li].O.CO.Cl. Product: [CH2:1]([O:3][C:4]1[C:13]([C:14]([OH:16])=[O:15])=[C:12]2[C:7]([CH:8]=[CH:9][CH:10]=[N:11]2)=[CH:6][CH:5]=1)[CH3:2]. The catalyst class is: 20. (3) Reactant: Br[CH2:2][C:3]([C:5]1[C:6]([C:18]2[CH:23]=[CH:22][CH:21]=[C:20]([Br:24])[CH:19]=2)=[N:7][N:8]2[CH:13]=[C:12]([C:14]([F:17])([F:16])[F:15])[CH:11]=[CH:10][C:9]=12)=[O:4].[F-:25].[K+].O. Product: [Br:24][C:20]1[CH:19]=[C:18]([C:6]2[C:5]([C:3](=[O:4])[CH2:2][F:25])=[C:9]3[CH:10]=[CH:11][C:12]([C:14]([F:16])([F:17])[F:15])=[CH:13][N:8]3[N:7]=2)[CH:23]=[CH:22][CH:21]=1. The catalyst class is: 44.